From a dataset of Forward reaction prediction with 1.9M reactions from USPTO patents (1976-2016). Predict the product of the given reaction. (1) Given the reactants [Cl:1][C:2]1[C:7]2[C:8]([C:11]3[CH:16]=[CH:15][C:14]([O:17][C:18]4[CH:23]=[CH:22][C:21]([Cl:24])=[CH:20][CH:19]=4)=[CH:13][C:12]=3[CH2:25][CH2:26][CH3:27])=[N:9][O:10][C:6]=2[CH:5]=[CH:4][C:3]=1[OH:28].[C:29]([O:34]C)(=[O:33])[C@@H:30]([CH3:32])O, predict the reaction product. The product is: [Cl:1][C:2]1[C:7]2[C:8]([C:11]3[CH:16]=[CH:15][C:14]([O:17][C:18]4[CH:23]=[CH:22][C:21]([Cl:24])=[CH:20][CH:19]=4)=[CH:13][C:12]=3[CH2:25][CH2:26][CH3:27])=[N:9][O:10][C:6]=2[CH:5]=[CH:4][C:3]=1[O:28][C@@H:30]([CH3:32])[C:29]([OH:34])=[O:33]. (2) Given the reactants [O-:1][Si:2]([O-:4])=[O:3].[Na+:5].[Na+].[N+]([O-])([O-])=[O:8].[Na+], predict the reaction product. The product is: [Si:2]([O-:8])([O-:4])([O-:1])[O-:3].[Na+:5].[Na+:5].[Na+:5].[Na+:5].